From a dataset of Reaction yield outcomes from USPTO patents with 853,638 reactions. Predict the reaction yield, written as a fraction of the theoretical maximum amount of product (1.0 means a 100% yield; for example, 0.34 means a 34% yield). (1) The reactants are [C:1]1([N:7]2[C:11]([B:12]([OH:14])[OH:13])=[CH:10][CH:9]=[N:8]2)[CH:6]=[CH:5][CH:4]=[CH:3][CH:2]=1.O[C:16]([C:19](O)([CH3:21])[CH3:20])([CH3:18])[CH3:17]. The catalyst is C1(C)C=CC=CC=1. The product is [C:1]1([N:7]2[C:11]([B:12]3[O:13][C:19]([CH3:21])([CH3:20])[C:16]([CH3:18])([CH3:17])[O:14]3)=[CH:10][CH:9]=[N:8]2)[CH:2]=[CH:3][CH:4]=[CH:5][CH:6]=1. The yield is 0.640. (2) The reactants are [OH:1][C:2]1[CH:6]=[C:5]([C:7]([F:10])([F:9])[F:8])[S:4][C:3]=1[CH2:11][N:12]1[C:20]2[C:15](=[CH:16][CH:17]=[CH:18][CH:19]=2)[C:14]2([C:24]3=[CH:25][C:26]4[O:30][CH2:29][O:28][C:27]=4[CH:31]=[C:23]3[O:22][CH2:21]2)[C:13]1=[O:32].[OH-].[Na+].I[CH3:36]. The catalyst is CN(C)C=O. The product is [CH3:36][O:1][C:2]1[CH:6]=[C:5]([C:7]([F:8])([F:9])[F:10])[S:4][C:3]=1[CH2:11][N:12]1[C:20]2[C:15](=[CH:16][CH:17]=[CH:18][CH:19]=2)[C:14]2([C:24]3=[CH:25][C:26]4[O:30][CH2:29][O:28][C:27]=4[CH:31]=[C:23]3[O:22][CH2:21]2)[C:13]1=[O:32]. The yield is 0.810. (3) The reactants are B(Br)(Br)Br.C[O:6][C:7]1[CH:8]=[C:9]([CH:22]=[CH:23][CH:24]=1)[CH2:10][C:11]1[NH:12][C:13](=[O:21])[C:14]2[C:19]([CH:20]=1)=[CH:18][CH:17]=[CH:16][CH:15]=2.[OH-].[Na+]. The catalyst is ClCCl. The product is [OH:6][C:7]1[CH:8]=[C:9]([CH:22]=[CH:23][CH:24]=1)[CH2:10][C:11]1[NH:12][C:13](=[O:21])[C:14]2[C:19]([CH:20]=1)=[CH:18][CH:17]=[CH:16][CH:15]=2. The yield is 0.420. (4) The reactants are O1CCCCC1[N:7]1[C:15]2[C:10](=[CH:11][C:12]([C:16]3[N:20]=[CH:19][N:18](C(C4C=CC=CC=4)(C4C=CC=CC=4)C4C=CC=CC=4)[N:17]=3)=[CH:13][CH:14]=2)[C:9]([C:40]2[CH:41]=[C:42]([C:46]([NH:48][CH2:49][C:50]3[CH:51]=[N:52][CH:53]=[CH:54][CH:55]=3)=[O:47])[CH:43]=[CH:44][CH:45]=2)=[N:8]1.Cl.C(=O)(O)[O-].[Na+]. The catalyst is O1CCOCC1. The product is [NH:17]1[C:16]([C:12]2[CH:11]=[C:10]3[C:15](=[CH:14][CH:13]=2)[NH:7][N:8]=[C:9]3[C:40]2[CH:41]=[C:42]([C:46]([NH:48][CH2:49][C:50]3[CH:51]=[N:52][CH:53]=[CH:54][CH:55]=3)=[O:47])[CH:43]=[CH:44][CH:45]=2)=[N:20][CH:19]=[N:18]1. The yield is 0.170. (5) The reactants are [Cl:1][C:2]1[C:11]([CH:12]=[O:13])=[CH:10][C:9]2[C:4](=[CH:5][CH:6]=[C:7]([OH:14])[CH:8]=2)[N:3]=1.Br[CH2:16][C:17]([O:19][C:20]([CH3:23])([CH3:22])[CH3:21])=[O:18].C(=O)([O-])[O-].[K+].[K+]. The catalyst is CN(C)C=O.O. The product is [Cl:1][C:2]1[C:11]([CH:12]=[O:13])=[CH:10][C:9]2[C:4](=[CH:5][CH:6]=[C:7]([O:14][CH2:16][C:17]([O:19][C:20]([CH3:23])([CH3:22])[CH3:21])=[O:18])[CH:8]=2)[N:3]=1. The yield is 0.990. (6) The reactants are [NH2:1][C:2]1[CH:11]=[CH:10][C:5]([C:6]([O:8][CH3:9])=[O:7])=[C:4]([O:12][CH3:13])[CH:3]=1.[I:14]Cl. The catalyst is C(O)(=O)C. The product is [NH2:1][C:2]1[C:11]([I:14])=[CH:10][C:5]([C:6]([O:8][CH3:9])=[O:7])=[C:4]([O:12][CH3:13])[CH:3]=1. The yield is 0.880. (7) The reactants are Cl.[Cl:2][C:3]1[CH:4]=[C:5]([NH:10][C:11]([N:13]2[CH2:18][CH2:17][N:16]([C:19]([CH:21]3[CH2:26][CH2:25][CH2:24][NH:23][CH2:22]3)=[O:20])[CH2:15][CH2:14]2)=[O:12])[CH:6]=[CH:7][C:8]=1[Cl:9].C(=O)([O-])[O-].[K+].[K+].[CH2:33](Br)[CH3:34]. The catalyst is CN(C)C=O. The product is [Cl:2][C:3]1[CH:4]=[C:5]([NH:10][C:11]([N:13]2[CH2:14][CH2:15][N:16]([C:19]([CH:21]3[CH2:26][CH2:25][CH2:24][N:23]([CH2:33][CH3:34])[CH2:22]3)=[O:20])[CH2:17][CH2:18]2)=[O:12])[CH:6]=[CH:7][C:8]=1[Cl:9]. The yield is 0.480. (8) The reactants are Br[C:2]1[C:3]([CH3:21])([CH3:20])[O:4][C:5]2[CH:12]=[C:11]([O:13][CH2:14][O:15][CH3:16])[C:10]([N+:17]([O-:19])=[O:18])=[CH:9][C:6]=2[C:7]=1[OH:8].[OH-].[Na+].O. The catalyst is O1CCOCC1. The product is [O:8]1[CH:7]2[CH:2]1[C:3]([CH3:21])([CH3:20])[O:4][C:5]1[CH:12]=[C:11]([O:13][CH2:14][O:15][CH3:16])[C:10]([N+:17]([O-:19])=[O:18])=[CH:9][C:6]=12. The yield is 0.780. (9) The reactants are [F:1][C:2]([F:18])([F:17])[C:3]1[CH:8]=[CH:7][C:6]([C:9]2[CH:14]=[CH:13][C:12]([CH2:15][NH2:16])=[CH:11][CH:10]=2)=[CH:5][CH:4]=1.F[C:20]1[CH:21]=[C:22]([CH:32]=[CH:33][C:34]=1[N+:35]([O-:37])=[O:36])[O:23][CH2:24][C:25]1[CH:30]=[CH:29][C:28]([CH3:31])=[CH:27][N:26]=1.CCN(C(C)C)C(C)C. The catalyst is C(#N)C. The product is [CH3:31][C:28]1[CH:29]=[CH:30][C:25]([CH2:24][O:23][C:22]2[CH:21]=[CH:20][C:34]([N+:35]([O-:37])=[O:36])=[C:33]([CH:32]=2)[NH:16][CH2:15][C:12]2[CH:13]=[CH:14][C:9]([C:6]3[CH:5]=[CH:4][C:3]([C:2]([F:17])([F:18])[F:1])=[CH:8][CH:7]=3)=[CH:10][CH:11]=2)=[N:26][CH:27]=1. The yield is 0.730. (10) The reactants are [C:1]([O:5][C:6](=[O:30])[C:7]1[CH:12]=[CH:11][C:10]([C:13](=[O:28])/[CH:14]=[C:15](\[C:20]2[CH:25]=[C:24]([Cl:26])[CH:23]=[C:22]([Cl:27])[CH:21]=2)/[C:16]([F:19])([F:18])[F:17])=[CH:9][C:8]=1[CH3:29])([CH3:4])([CH3:3])[CH3:2].[N+:31]([CH3:34])([O-:33])=[O:32].C(=O)([O-])[O-].[K+].[K+].O. The catalyst is C1(C)C=CC=CC=1. The product is [C:1]([O:5][C:6](=[O:30])[C:7]1[CH:12]=[CH:11][C:10]([C:13](=[O:28])[CH2:14][C@@:15]([C:20]2[CH:25]=[C:24]([Cl:26])[CH:23]=[C:22]([Cl:27])[CH:21]=2)([CH2:34][N+:31]([O-:33])=[O:32])[C:16]([F:17])([F:19])[F:18])=[CH:9][C:8]=1[CH3:29])([CH3:4])([CH3:3])[CH3:2]. The yield is 0.600.